Dataset: Reaction yield outcomes from USPTO patents with 853,638 reactions. Task: Predict the reaction yield, written as a fraction of the theoretical maximum amount of product (1.0 means a 100% yield; for example, 0.34 means a 34% yield). The reactants are [Cl-].O[NH3+:3].[C:4](=[O:7])([O-])[OH:5].[Na+].CS(C)=O.[Si]([O:20][CH2:21][C:22]([CH3:58])([CH3:57])[O:23][C:24]1[CH:29]=[CH:28][C:27]([C:30]2[C:35](=[O:36])[N:34]([CH2:37][C:38]3[CH:43]=[CH:42][C:41]([C:44]4[C:45]([C:50]#[N:51])=[CH:46][CH:47]=[CH:48][CH:49]=4)=[CH:40][CH:39]=3)[C:33]([CH2:52][CH2:53][CH3:54])=[N:32][C:31]=2[CH2:55][CH3:56])=[CH:26][CH:25]=1)(C(C)(C)C)(C)C. The catalyst is C(OCC)(=O)C. The product is [CH2:55]([C:31]1[N:32]=[C:33]([CH2:52][CH2:53][CH3:54])[N:34]([CH2:37][C:38]2[CH:39]=[CH:40][C:41]([C:44]3[CH:49]=[CH:48][CH:47]=[CH:46][C:45]=3[C:50]3[NH:3][C:4](=[O:7])[O:5][N:51]=3)=[CH:42][CH:43]=2)[C:35](=[O:36])[C:30]=1[C:27]1[CH:28]=[CH:29][C:24]([O:23][C:22]([CH3:58])([CH3:57])[CH2:21][OH:20])=[CH:25][CH:26]=1)[CH3:56]. The yield is 0.750.